From a dataset of Full USPTO retrosynthesis dataset with 1.9M reactions from patents (1976-2016). Predict the reactants needed to synthesize the given product. The reactants are: [Cl:1][C:2]1[CH:3]=[CH:4][C:5]([S:8][C:9]2[CH:10]=[N:11][N:12](C3CCCCO3)[C:13]=2[C:14]2[CH:19]=[CH:18][C:17]([CH2:20]Cl)=[CH:16][CH:15]=2)=[N:6][CH:7]=1.[CH3:28][S:29]([OH:31])=[O:30].[Na].O.CN(C=O)C. Given the product [Cl:1][C:2]1[CH:3]=[CH:4][C:5]([S:8][C:9]2[C:13]([C:14]3[CH:19]=[CH:18][C:17]([CH2:20][S:29]([CH3:28])(=[O:31])=[O:30])=[CH:16][CH:15]=3)=[N:12][NH:11][CH:10]=2)=[N:6][CH:7]=1, predict the reactants needed to synthesize it.